Dataset: Full USPTO retrosynthesis dataset with 1.9M reactions from patents (1976-2016). Task: Predict the reactants needed to synthesize the given product. Given the product [Si:1]([O:8][CH2:9][C:10]1([CH2:24][O:25][Si:26]([C:29]([CH3:32])([CH3:31])[CH3:30])([CH3:28])[CH3:27])[O:15][C:14]2[CH:16]=[CH:17][C:18]([N+:20]([O-:22])=[O:21])=[CH:19][C:13]=2[N:12]=[C:11]1[NH:34][NH:33][C:35]([O:37][CH2:38][CH3:39])=[O:36])([C:4]([CH3:7])([CH3:6])[CH3:5])([CH3:3])[CH3:2], predict the reactants needed to synthesize it. The reactants are: [Si:1]([O:8][CH2:9][C:10]1([CH2:24][O:25][Si:26]([C:29]([CH3:32])([CH3:31])[CH3:30])([CH3:28])[CH3:27])[O:15][C:14]2[CH:16]=[CH:17][C:18]([N+:20]([O-:22])=[O:21])=[CH:19][C:13]=2[NH:12][C:11]1=S)([C:4]([CH3:7])([CH3:6])[CH3:5])([CH3:3])[CH3:2].[NH:33]([C:35]([O:37][CH2:38][CH3:39])=[O:36])[NH2:34].